This data is from Catalyst prediction with 721,799 reactions and 888 catalyst types from USPTO. The task is: Predict which catalyst facilitates the given reaction. Reactant: C[Si]([N-][Si](C)(C)C)(C)C.[Li+].[CH2:11]([O:16][C:17]1[CH:22]=[CH:21][C:20]([CH2:23][C:24]([O:26][C:27]([CH3:30])([CH3:29])[CH3:28])=[O:25])=[CH:19][CH:18]=1)[CH2:12][CH:13]([CH3:15])[CH3:14].[CH2:31]([O:38][C:39](=[O:42])[CH2:40]Br)[C:32]1[CH:37]=[CH:36][CH:35]=[CH:34][CH:33]=1.[Cl-].[NH4+]. Product: [CH2:11]([O:16][C:17]1[CH:18]=[CH:19][C:20]([CH:23]([CH2:40][C:39]([O:38][CH2:31][C:32]2[CH:37]=[CH:36][CH:35]=[CH:34][CH:33]=2)=[O:42])[C:24]([O:26][C:27]([CH3:28])([CH3:30])[CH3:29])=[O:25])=[CH:21][CH:22]=1)[CH2:12][CH:13]([CH3:15])[CH3:14]. The catalyst class is: 1.